The task is: Predict which catalyst facilitates the given reaction.. This data is from Catalyst prediction with 721,799 reactions and 888 catalyst types from USPTO. (1) Reactant: [NH:1]1[C:9]2[C:4](=[CH:5][CH:6]=[CH:7][CH:8]=2)[C:3]([OH:10])=[N:2]1.[C:11](Cl)(Cl)=[O:12].[CH3:15][CH:16]1[CH2:21][CH2:20][NH:19][CH2:18][CH2:17]1. Product: [CH3:15][CH:16]1[CH2:21][CH2:20][N:19]([C:11]([O:10][C:3]2[C:4]3[C:9](=[CH:8][CH:7]=[CH:6][CH:5]=3)[NH:1][N:2]=2)=[O:12])[CH2:18][CH2:17]1. The catalyst class is: 182. (2) Reactant: [NH2:1][C:2]1[CH:3]=[C:4]([CH:10]=[CH:11][CH:12]=1)[C:5]([O:7][CH2:8][CH3:9])=[O:6].[F:13][C:14]([F:27])([O:18][C:19]1[CH:20]=[C:21]([CH:24]=[CH:25][CH:26]=1)[CH:22]=O)[CH:15]([F:17])[F:16].C(O)(=O)C.[BH-](OC(C)=O)(OC(C)=O)OC(C)=O.[Na+]. Product: [F:13][C:14]([F:27])([O:18][C:19]1[CH:20]=[C:21]([CH2:22][NH:1][C:2]2[CH:3]=[C:4]([CH:10]=[CH:11][CH:12]=2)[C:5]([O:7][CH2:8][CH3:9])=[O:6])[CH:24]=[CH:25][CH:26]=1)[CH:15]([F:16])[F:17]. The catalyst class is: 68.